The task is: Predict the reactants needed to synthesize the given product.. This data is from Retrosynthesis with 50K atom-mapped reactions and 10 reaction types from USPTO. (1) Given the product COCc1cc(Nc2cc(-c3cccc(N4CCc5c(sc6c5CCCC6)C4=O)c3COC(C)=O)cn(C)c2=O)nn1C, predict the reactants needed to synthesize it. The reactants are: CC(=O)OCc1c(B2OC(C)(C)C(C)(C)O2)cccc1N1CCc2c(sc3c2CCCC3)C1=O.COCc1cc(Nc2cc(Br)cn(C)c2=O)nn1C. (2) Given the product CCCc1c(OCCCOc2ccc(C(=O)NC)c(O)c2CC2CC2)ccc2c1OC(CCC(=O)OCC)CC2, predict the reactants needed to synthesize it. The reactants are: CCCc1c(OCCCI)ccc2c1OC(CCC(=O)OCC)CC2.CNC(=O)c1ccc(O)c(CC2CC2)c1O. (3) Given the product CCNc1nc(C(F)(F)F)ccc1Cn1nc2c(-c3ccncc3)c(-c3ccc(Cl)cc3)ccn2c1=O, predict the reactants needed to synthesize it. The reactants are: CCN.CNc1nc(C(F)(F)F)ccc1Cn1nc2c(-c3ccncc3)c(-c3ccc(Cl)cc3)ccn2c1=O. (4) Given the product Cc1nn(C(C)c2cc(Cl)c(C#N)c3c2OCCN(C(=O)OC(C)(C)C)C3)c2ncnc(N)c12, predict the reactants needed to synthesize it. The reactants are: CC(Cl)c1cc(Cl)c(C#N)c2c1OCCN(C(=O)OC(C)(C)C)C2.Cc1n[nH]c2ncnc(N)c12. (5) Given the product CC/C=C\C/C=C\C/C=C\C/C=C\C/C=C\CCCCOC(C)(C)C(=O)O, predict the reactants needed to synthesize it. The reactants are: CC/C=C\C/C=C\C/C=C\C/C=C\C/C=C\CCCCOC(C)(C)C(=O)OC(C)(C)C.